Dataset: Full USPTO retrosynthesis dataset with 1.9M reactions from patents (1976-2016). Task: Predict the reactants needed to synthesize the given product. (1) Given the product [N:6]1[CH:7]=[CH:2][CH:3]=[CH:4][CH:5]=1.[Cl:14][C:3]1[C:2]([F:1])=[CH:7][N:6]=[C:5]2[NH:9][CH:10]=[CH:11][C:4]=12, predict the reactants needed to synthesize it. The reactants are: [F:1][C:2]1[CH:3]=[C:4]2[CH:11]=[CH:10][NH:9][C:5]2=[N+:6]([O-])[CH:7]=1.P(Cl)(Cl)([Cl:14])=O. (2) The reactants are: [ClH:1].[OH:2][C:3]1[CH:12]=[CH:11][CH:10]=[C:9]2[C:4]=1[CH2:5][N:6]([CH:13]1[CH2:17][C:16](=[O:18])[NH:15][C:14]1=[O:19])[CH:7]=[N:8]2. Given the product [ClH:1].[OH:2][C:3]1[CH:12]=[CH:11][CH:10]=[C:9]2[C:4]=1[CH2:5][N:6]([CH:13]1[CH2:17][C:16](=[O:18])[NH:15][C:14]1=[O:19])[CH:7]=[N:8]2, predict the reactants needed to synthesize it. (3) Given the product [CH3:1][O:2][C:3]1[CH:4]=[C:5]2[C:10](=[C:11]([NH:13][CH2:15][CH2:16][CH2:17][C:18]#[N:19])[CH:12]=1)[N:9]=[CH:8][CH:7]=[CH:6]2, predict the reactants needed to synthesize it. The reactants are: [CH3:1][O:2][C:3]1[CH:4]=[C:5]2[C:10](=[C:11]([NH2:13])[CH:12]=1)[N:9]=[CH:8][CH:7]=[CH:6]2.Br[CH2:15][CH2:16][CH2:17][C:18]#[N:19]. (4) Given the product [CH3:26][S:23]([C:17]1[CH:16]=[C:15]2[C:20]([CH2:21][CH2:22][CH:13]([CH2:12][NH:31][CH2:27][CH2:28][CH2:29][CH3:30])[O:14]2)=[CH:19][CH:18]=1)(=[O:24])=[O:25], predict the reactants needed to synthesize it. The reactants are: CC1C=CC(S(O[CH2:12][CH:13]2[CH2:22][CH2:21][C:20]3[C:15](=[CH:16][C:17]([S:23]([CH3:26])(=[O:25])=[O:24])=[CH:18][CH:19]=3)[O:14]2)(=O)=O)=CC=1.[CH2:27]([NH2:31])[CH2:28][CH2:29][CH3:30]. (5) Given the product [Cl:2][C:3]1[CH:12]=[C:11]([CH3:13])[C:10]2[CH2:9][N:8]([C:19]([O:18][C:15]([CH3:17])([CH3:16])[CH3:14])=[O:20])[CH2:7][CH2:6][C:5]=2[N:4]=1, predict the reactants needed to synthesize it. The reactants are: Cl.[Cl:2][C:3]1[CH:12]=[C:11]([CH3:13])[C:10]2[CH2:9][NH:8][CH2:7][CH2:6][C:5]=2[N:4]=1.[CH3:14][C:15]([O:18][C:19](O[C:19]([O:18][C:15]([CH3:17])([CH3:16])[CH3:14])=[O:20])=[O:20])([CH3:17])[CH3:16].CCN(C(C)C)C(C)C. (6) Given the product [C:15]1([CH2:21][CH2:22][NH:23][CH:2]2[CH2:7][CH2:6][N:5]([C:8]([O:10][C:11]([CH3:14])([CH3:13])[CH3:12])=[O:9])[CH2:4][CH2:3]2)[CH:20]=[CH:19][CH:18]=[CH:17][CH:16]=1, predict the reactants needed to synthesize it. The reactants are: O=[C:2]1[CH2:7][CH2:6][N:5]([C:8]([O:10][C:11]([CH3:14])([CH3:13])[CH3:12])=[O:9])[CH2:4][CH2:3]1.[C:15]1([CH2:21][CH2:22][NH2:23])[CH:20]=[CH:19][CH:18]=[CH:17][CH:16]=1.C(O)(=O)C.[BH3-]C#N.[Na+].